From a dataset of NCI-60 drug combinations with 297,098 pairs across 59 cell lines. Regression. Given two drug SMILES strings and cell line genomic features, predict the synergy score measuring deviation from expected non-interaction effect. Drug 1: CC1=C(C=C(C=C1)NC(=O)C2=CC=C(C=C2)CN3CCN(CC3)C)NC4=NC=CC(=N4)C5=CN=CC=C5. Drug 2: CC=C1C(=O)NC(C(=O)OC2CC(=O)NC(C(=O)NC(CSSCCC=C2)C(=O)N1)C(C)C)C(C)C. Cell line: A498. Synergy scores: CSS=28.9, Synergy_ZIP=7.17, Synergy_Bliss=4.90, Synergy_Loewe=-26.0, Synergy_HSA=3.28.